This data is from Reaction yield outcomes from USPTO patents with 853,638 reactions. The task is: Predict the reaction yield, written as a fraction of the theoretical maximum amount of product (1.0 means a 100% yield; for example, 0.34 means a 34% yield). (1) The reactants are N1([C:6](N2C=CN=C2)=[O:7])C=CN=C1.[I:13][C:14]1[CH:15]=[N:16][N:17]([CH:19]2[CH2:24][CH2:23][CH:22]([NH:25][CH2:26][CH2:27][OH:28])[CH2:21][CH2:20]2)[CH:18]=1.Cl. The catalyst is CN(C)C1C=CN=CC=1.C(Cl)(Cl)Cl. The product is [I:13][C:14]1[CH:15]=[N:16][N:17]([C@H:19]2[CH2:20][CH2:21][C@H:22]([N:25]3[CH2:26][CH2:27][O:28][C:6]3=[O:7])[CH2:23][CH2:24]2)[CH:18]=1. The yield is 0.230. (2) The reactants are [C:1]([C:5]1[CH:6]=[CH:7][C:8]([CH2:14][NH:15]C(N(C)C)=O)=[C:9]([CH:13]=1)[C:10](O)=[O:11])([CH3:4])([CH3:3])[CH3:2].Cl.C(=O)([O-])[O-].[K+].[K+]. The catalyst is FC(F)(F)C(O)=O. The product is [C:1]([C:5]1[CH:13]=[C:9]2[C:8]([CH2:14][NH:15][C:10]2=[O:11])=[CH:7][CH:6]=1)([CH3:4])([CH3:3])[CH3:2]. The yield is 0.290. (3) The reactants are [Br:1][C:2]1[C:3]2[C:4]3[CH2:25][CH2:24][N:23](C(OC(C)(C)C)=O)[CH2:22][CH2:21][C:5]=3[N:6]([CH2:11][C:12]([NH:14][C:15]3[S:16][CH:17]=[C:18]([CH3:20])[N:19]=3)=[O:13])[C:7]=2[CH:8]=[CH:9][CH:10]=1.C(C(O)=O)(F)(F)F. The catalyst is C(Cl)Cl. The product is [Br:1][C:2]1[C:3]2[C:4]3[CH2:25][CH2:24][NH:23][CH2:22][CH2:21][C:5]=3[N:6]([CH2:11][C:12]([NH:14][C:15]3[S:16][CH:17]=[C:18]([CH3:20])[N:19]=3)=[O:13])[C:7]=2[CH:8]=[CH:9][CH:10]=1. The yield is 0.280. (4) The product is [CH3:1][O:2][C:3]1[CH:4]=[C:5]2[C:6](=[C:7]3[CH2:8][C:9]([CH3:12])([CH3:13])[O:10][C:11]=13)[C:23]([CH3:24])=[N:25][C:15]([CH3:17])([CH3:16])[CH2:14]2. No catalyst specified. The reactants are [CH3:1][O:2][C:3]1[C:11]2[O:10][C:9]([CH3:13])([CH3:12])[CH2:8][C:7]=2[CH:6]=[C:5]([CH:14]=[C:15]([CH3:17])[CH3:16])[CH:4]=1.S(=O)(=O)(O)O.[C:23](#[N:25])[CH3:24]. The yield is 0.530. (5) The reactants are [CH3:1][C:2]([S:25][S:26][CH3:27])([CH3:24])[CH2:3][S:4][CH2:5][C:6]1[CH:7]=[C:8](CCS([O-])(=O)=O)[CH:9]=[C:10]([CH2:12]CS([O-])(=O)=O)[CH:11]=1.[C:28](=[O:31])([O-])[O-].[K+].[K+].CN(C)C=[O:37]. No catalyst specified. The product is [CH3:1][C:2]([S:25][S:26][CH3:27])([CH3:24])[CH2:3][S:4][CH2:5][C:6]1[CH:7]=[C:8]([CH2:28][OH:31])[CH:9]=[C:10]([CH2:12][OH:37])[CH:11]=1. The yield is 0.210. (6) The reactants are [NH2:1][C:2]1[CH:10]=[CH:9][CH:8]=[C:7]2[C:3]=1[C:4](=[O:20])[N:5]([CH:12]1[CH2:17][CH2:16][C:15](=[O:18])[NH:14][C:13]1=[O:19])[C:6]2=[O:11].[C:21](Cl)(=[O:26])[CH2:22][CH2:23][CH2:24][CH3:25]. The catalyst is C1COCC1. The product is [O:19]=[C:13]1[CH:12]([N:5]2[C:4](=[O:20])[C:3]3[C:7](=[CH:8][CH:9]=[CH:10][C:2]=3[NH:1][C:21](=[O:26])[CH2:22][CH2:23][CH2:24][CH3:25])[C:6]2=[O:11])[CH2:17][CH2:16][C:15](=[O:18])[NH:14]1. The yield is 0.850. (7) The reactants are [Cl:1][C:2]1[CH:38]=[CH:37][C:5]([CH2:6][O:7][C:8]2[C:9]([O:35][CH3:36])=[CH:10][C:11]([CH:14]([C:16]3[C:24]4[C:19](=[N:20][CH:21]=[CH:22][CH:23]=4)[N:18]([Si](C(C)C)(C(C)C)C(C)C)[CH:17]=3)[OH:15])=[N:12][CH:13]=2)=[CH:4][CH:3]=1.CC(OI1(OC(C)=O)(OC(C)=O)OC(=O)C2C=CC=CC1=2)=O. The catalyst is O1CCCC1. The product is [Cl:1][C:2]1[CH:38]=[CH:37][C:5]([CH2:6][O:7][C:8]2[C:9]([O:35][CH3:36])=[CH:10][C:11]([C:14]([C:16]3[C:24]4[C:19](=[N:20][CH:21]=[CH:22][CH:23]=4)[NH:18][CH:17]=3)=[O:15])=[N:12][CH:13]=2)=[CH:4][CH:3]=1. The yield is 0.250. (8) The reactants are [NH2:1][C:2]1[N:6]([C:7]2[CH:8]=[C:9](/[CH:13]=[C:14](\[CH3:18])/[C:15]([NH2:17])=[O:16])[CH:10]=[CH:11][CH:12]=2)[N:5]=[C:4]([C:19]2[CH:24]=[CH:23][CH:22]=[CH:21][C:20]=2[F:25])[CH:3]=1. The catalyst is CO.[Pd]. The product is [NH2:1][C:2]1[N:6]([C:7]2[CH:8]=[C:9]([CH2:13][CH:14]([CH3:18])[C:15]([NH2:17])=[O:16])[CH:10]=[CH:11][CH:12]=2)[N:5]=[C:4]([C:19]2[CH:24]=[CH:23][CH:22]=[CH:21][C:20]=2[F:25])[CH:3]=1. The yield is 0.580. (9) The reactants are [Cl:1][C:2]1[CH:28]=[CH:27][C:5]([O:6][C:7]2[CH:12]=[CH:11][C:10]([N:13]3[C@@H:17]([C:18]4[CH:23]=[CH:22][CH:21]=[CH:20][CH:19]=4)[C@H:16]([CH2:24][OH:25])[O:15][C:14]3=[O:26])=[CH:9][CH:8]=2)=[CH:4][CH:3]=1.[H-].[Na+].IC.[C:33]([O-])(O)=O.[Na+]. The catalyst is C1COCC1. The product is [Cl:1][C:2]1[CH:3]=[CH:4][C:5]([O:6][C:7]2[CH:8]=[CH:9][C:10]([N:13]3[C@@H:17]([C:18]4[CH:23]=[CH:22][CH:21]=[CH:20][CH:19]=4)[C@H:16]([CH2:24][O:25][CH3:33])[O:15][C:14]3=[O:26])=[CH:11][CH:12]=2)=[CH:27][CH:28]=1. The yield is 0.570. (10) The yield is 0.900. The product is [C:18]1([C:7]2[CH:8]=[CH:9][C:10]([CH:13]=[O:16])=[CH:11][CH:12]=2)[CH2:22][CH2:21][CH2:20][CH:19]=1. The reactants are C([Li])CCC.Br[C:7]1[CH:12]=[CH:11][C:10]([CH:13]([O:16]C)OC)=[CH:9][CH:8]=1.[C:18]1(=O)[CH2:22][CH2:21][CH2:20][CH2:19]1.FC(F)(F)C(O)=O. The catalyst is C1COCC1.C(OCC)(=O)C.ClCCl.O.